From a dataset of NCI-60 drug combinations with 297,098 pairs across 59 cell lines. Regression. Given two drug SMILES strings and cell line genomic features, predict the synergy score measuring deviation from expected non-interaction effect. (1) Drug 1: CC1=C2C(C(=O)C3(C(CC4C(C3C(C(C2(C)C)(CC1OC(=O)C(C(C5=CC=CC=C5)NC(=O)OC(C)(C)C)O)O)OC(=O)C6=CC=CC=C6)(CO4)OC(=O)C)O)C)O. Drug 2: CC=C1C(=O)NC(C(=O)OC2CC(=O)NC(C(=O)NC(CSSCCC=C2)C(=O)N1)C(C)C)C(C)C. Cell line: EKVX. Synergy scores: CSS=14.2, Synergy_ZIP=-5.25, Synergy_Bliss=-0.604, Synergy_Loewe=0.212, Synergy_HSA=1.82. (2) Drug 1: C1CCC(C1)C(CC#N)N2C=C(C=N2)C3=C4C=CNC4=NC=N3. Drug 2: C1=NC(=NC(=O)N1C2C(C(C(O2)CO)O)O)N. Cell line: UACC62. Synergy scores: CSS=4.56, Synergy_ZIP=1.36, Synergy_Bliss=1.36, Synergy_Loewe=-33.7, Synergy_HSA=-7.74. (3) Drug 1: C1=C(C(=O)NC(=O)N1)N(CCCl)CCCl. Drug 2: C1=NC2=C(N=C(N=C2N1C3C(C(C(O3)CO)O)O)F)N. Cell line: HT29. Synergy scores: CSS=7.79, Synergy_ZIP=-7.55, Synergy_Bliss=1.73, Synergy_Loewe=-6.22, Synergy_HSA=-0.0469.